This data is from Forward reaction prediction with 1.9M reactions from USPTO patents (1976-2016). The task is: Predict the product of the given reaction. (1) Given the reactants [CH:1]1([Mg]Br)[CH2:3][CH2:2]1.[CH2:6]([C@@:9]1([CH3:35])[CH2:14][C@H:13]([C:15]2[CH:20]=[CH:19][CH:18]=[C:17]([Cl:21])[CH:16]=2)[C@@H:12]([C:22]2[CH:27]=[CH:26][C:25]([Cl:28])=[CH:24][CH:23]=2)[N:11]([C@@H:29]([CH2:32][CH3:33])[CH:30]=[O:31])[C:10]1=[O:34])[CH:7]=[CH2:8], predict the reaction product. The product is: [CH2:6]([C@@:9]1([CH3:35])[CH2:14][C@H:13]([C:15]2[CH:20]=[CH:19][CH:18]=[C:17]([Cl:21])[CH:16]=2)[C@@H:12]([C:22]2[CH:23]=[CH:24][C:25]([Cl:28])=[CH:26][CH:27]=2)[N:11]([C@@H:29]([CH2:32][CH3:33])[CH:30]([CH:1]2[CH2:3][CH2:2]2)[OH:31])[C:10]1=[O:34])[CH:7]=[CH2:8]. (2) Given the reactants [CH2:1]([C@H:8]([NH:33][C:34](=[O:46])[C@@H:35]([N:39]1[CH2:44][CH2:43][CH2:42][NH:41][C:40]1=[O:45])[CH:36]([CH3:38])[CH3:37])[CH2:9][C@H:10]([OH:32])[C@@H:11]([NH:19][C:20](=[O:31])[CH2:21][O:22][C:23]1[C:28]([CH3:29])=[CH:27][CH:26]=[CH:25][C:24]=1[CH3:30])[CH2:12][C:13]1[CH:18]=[CH:17][CH:16]=[CH:15][CH:14]=1)[C:2]1[CH:7]=[CH:6][CH:5]=[CH:4][CH:3]=1.C(N(CC)[P:50]([O:59][CH2:60][C:61]1[CH:66]=[CH:65][CH:64]=[CH:63][CH:62]=1)[O:51][CH2:52][C:53]1[CH:58]=[CH:57][CH:56]=[CH:55][CH:54]=1)C.N1C=NN=N1.ClC1C=CC=C(C(OO)=[O:82])C=1, predict the reaction product. The product is: [P:50]([O:32][C@H:10]([C@@H:11]([NH:19][C:20](=[O:31])[CH2:21][O:22][C:23]1[C:24]([CH3:30])=[CH:25][CH:26]=[CH:27][C:28]=1[CH3:29])[CH2:12][C:13]1[CH:14]=[CH:15][CH:16]=[CH:17][CH:18]=1)[CH2:9][C@@H:8]([NH:33][C:34](=[O:46])[C@@H:35]([N:39]1[CH2:44][CH2:43][CH2:42][NH:41][C:40]1=[O:45])[CH:36]([CH3:38])[CH3:37])[CH2:1][C:2]1[CH:7]=[CH:6][CH:5]=[CH:4][CH:3]=1)([O:51][CH2:52][C:53]1[CH:54]=[CH:55][CH:56]=[CH:57][CH:58]=1)([O:59][CH2:60][C:61]1[CH:62]=[CH:63][CH:64]=[CH:65][CH:66]=1)=[O:82]. (3) Given the reactants [CH:1]1[C:14]2[CH:13]=[CH:12][C:11]3[C:6](=[CH:7][CH:8]=[CH:9][CH:10]=3)[C:5]=2[CH:4]=[C:3]([NH:15][C:16](=[O:18])[CH3:17])[CH:2]=1.[OH2:19].C(O)(=[O:22])C, predict the reaction product. The product is: [O:19]=[C:12]1[C:13](=[O:22])[C:14]2[CH:1]=[CH:2][C:3]([NH:15][C:16](=[O:18])[CH3:17])=[CH:4][C:5]=2[C:6]2[C:11]1=[CH:10][CH:9]=[CH:8][CH:7]=2. (4) Given the reactants [C:1]1([NH:7][CH:8]2[CH2:13][CH2:12][CH2:11][C:10](=O)[CH2:9]2)[CH:6]=[CH:5][CH:4]=[CH:3][CH:2]=1.[C:15]1([C@H:25]([NH2:27])[CH3:26])[C:24]2[C:19](=[CH:20][CH:21]=[CH:22][CH:23]=2)[CH:18]=[CH:17][CH:16]=1, predict the reaction product. The product is: [C:15]1([C@H:25]([NH:27][CH:10]2[CH2:11][CH2:12][CH2:13][CH:8]([NH:7][C:1]3[CH:6]=[CH:5][CH:4]=[CH:3][CH:2]=3)[CH2:9]2)[CH3:26])[C:24]2[C:19](=[CH:20][CH:21]=[CH:22][CH:23]=2)[CH:18]=[CH:17][CH:16]=1. (5) Given the reactants [NH2:1][C:2]1[CH:26]=[CH:25][C:5]([CH2:6][N:7]2[CH2:12][CH2:11][CH2:10][N:9]([CH2:13][C:14]3[CH:19]=[CH:18][C:17]([C:20]([CH3:23])([CH3:22])[CH3:21])=[CH:16][CH:15]=3)[C:8]2=[O:24])=[CH:4][CH:3]=1.C(N(CC)CC)C.[CH3:34][S:35](Cl)(=[O:37])=[O:36].C([O-])(O)=O.[Na+], predict the reaction product. The product is: [C:20]([C:17]1[CH:18]=[CH:19][C:14]([CH2:13][N:9]2[CH2:10][CH2:11][CH2:12][N:7]([CH2:6][C:5]3[CH:4]=[CH:3][C:2]([NH:1][S:35]([CH3:34])(=[O:37])=[O:36])=[CH:26][CH:25]=3)[C:8]2=[O:24])=[CH:15][CH:16]=1)([CH3:23])([CH3:21])[CH3:22]. (6) Given the reactants [Br:1][C:2]1[CH:7]=[CH:6][C:5]([S:8](Cl)(=[O:10])=[O:9])=[CH:4][CH:3]=1.[NH:12]1[CH2:17][CH2:16][CH:15]([CH2:18][CH2:19][OH:20])[CH2:14][CH2:13]1, predict the reaction product. The product is: [Br:1][C:2]1[CH:7]=[CH:6][C:5]([S:8]([N:12]2[CH2:17][CH2:16][CH:15]([CH2:18][CH2:19][OH:20])[CH2:14][CH2:13]2)(=[O:10])=[O:9])=[CH:4][CH:3]=1. (7) Given the reactants [N:1]1([CH2:7][CH2:8][CH2:9][CH2:10]C2C=CC=C3C=2C(=O)NC3=O)[CH2:6][CH2:5][O:4][CH2:3][CH2:2]1.O.[NH2:23]N, predict the reaction product. The product is: [N:1]1([CH2:7][CH2:8][CH2:9][CH2:10][NH2:23])[CH2:2][CH2:3][O:4][CH2:5][CH2:6]1. (8) Given the reactants [CH3:1][C:2]([C:5]([NH2:7])=[NH:6])([CH3:4])[CH3:3].Cl.[O-]CC.[Na+].C([O:15][CH:16]=[C:17]([C:23](OCC)=O)[C:18]([O:20][CH2:21][CH3:22])=[O:19])C, predict the reaction product. The product is: [C:2]([C:5]1[N:7]=[C:16]([OH:15])[C:17]([C:18]([O:20][CH2:21][CH3:22])=[O:19])=[CH:23][N:6]=1)([CH3:4])([CH3:3])[CH3:1].